From a dataset of Peptide-MHC class I binding affinity with 185,985 pairs from IEDB/IMGT. Regression. Given a peptide amino acid sequence and an MHC pseudo amino acid sequence, predict their binding affinity value. This is MHC class I binding data. (1) The MHC is Mamu-A01 with pseudo-sequence Mamu-A01. The peptide sequence is ISPNAYDVF. The binding affinity (normalized) is 1.00. (2) The peptide sequence is DPEKFNARM. The MHC is HLA-B54:01 with pseudo-sequence HLA-B54:01. The binding affinity (normalized) is 0.